Dataset: Human Reference Interactome with 51,813 positive PPI pairs across 8,248 proteins, plus equal number of experimentally-validated negative pairs. Task: Binary Classification. Given two protein amino acid sequences, predict whether they physically interact or not. (1) Protein 1 (ENSG00000115758) has sequence MNNFGNEEFDCHFLDEGFTAKDILDQKINEVSSSDDKDAFYVADLGDILKKHLRWLKALPRVTPFYAVKCNDSKAIVKTLAATGTGFDCASKTEIQLVQSLGVPPERIIYANPCKQVSQIKYAANNGVQMMTFDSEVELMKVARAHPKAKLVLRIATDDSKAVCRLSVKFGATLRTSRLLLERAKELNIDVVGVSFHVGSGCTDPETFVQAISDARCVFDMGAEVGFSMYLLDIGGGFPGSEDVKLKFEEITGVINPALDKYFPSDSGVRIIAEPGRYYVASAFTLAVNIIAKKIVLKEQ.... Protein 2 (ENSG00000152578) has sequence MRIISRQIVLLFSGFWGLAMGAFPSSVQIGGLFIRNTDQEYTAFRLAIFLHNTSPNASEAPFNLVPHVDNIETANSFAVTNAFCSQYSRGVFAIFGLYDKRSVHTLTSFCSALHISLITPSFPTEGESQFVLQLRPSLRGALLSLLDHYEWNCFVFLYDTDRGYSILQAIMEKAGQNGWHVSAICVENFNDVSYRQLLEELDRRQEKKFVIDCEIERLQNILEQIVSVGKHVKGYHYIIANLGFKDISLERFIHGGANVTGFQLVDFNTPMVIKLMDRWKKLDQREYPGSETPPKYTSAL.... Result: 0 (the proteins do not interact). (2) Protein 1 (ENSG00000125531) has sequence MSTHVAGLGLDKMKLGNPQSFLDQEEADDQQLLEPEAWKTYTERRNALREFLTSDLSPHLLKRHHARMQLLRKCSYYIEVLPKHLALGDQNPLVLPSALFQLIDPWKFQRMKKVGTAQTKIQLLLLGDLLEQLDHGRAELDALLRSPDPRPFLADWALVERRLADVSAVMDSFLTMMVPGRLHVKHRLVSDVSATKIPHIWLMLSTKMPVVFDRKASAAHQDWARLRWFVTIQPATSEQYELRFRLLDPRTQQECAQCGVIPVAACTFDVRNLLPNRSYKFTIKRAETSTLVYEPWRDSL.... Protein 2 (ENSG00000197019) has sequence MLSKGLKRKREEEEEKEPLAVDSWWLDPGHTAVAQAPPAVASSSLFDLSVLKLHHSLQQSEPDLRHLVLVVNTLRRIQASMAPAAALPPVPSPPAAPSVADNLLASSDAALSASMASLLEDLSHIEGLSQAPQPLADEGPPGRSIGGAAPSLGALDLLGPATGCLLDDGLEGLFEDIDTSMYDNELWAPASEGLKPGPEDGPGKEEAPELDEAELDYLMDVLVGTQALERPPGPGR*. Result: 1 (the proteins interact). (3) Protein 1 (ENSG00000132432) has sequence MDQVMQFVEPSRQFVKDSIRLVKRCTKPDRKEFQKIAMATAIGFAIMGFIGFFVKLIHIPINNIIVGG*. Protein 2 (ENSG00000129255) has sequence MAAEADGPLKRLLVPILLPEKCYDQLFVQWDLLHVPCLKILLSKGLGLGIVAGSLLVKLPQVFKILGAKSAEGLSLQSVMLELVALTGTMVYSITNNFPFSSWGEALFLMLQTITICFLVMHYRGQTVKGVAFLACYGLVLLVLLSPLTPLTVVTLLQASNVPAVVVGRLLQAATNYHNGHTGQLSAITVFLLFGGSLARIFTSIQETGDPLMAGTFVVSSLCNGLIAAQLLFYWNAKPPHKQKKAQ*MAAEADGPLKRLLVPILLPEKCYDQLFVQWDLLHVPCLKILLSKGLGLGIVA.... Result: 0 (the proteins do not interact). (4) Protein 1 (ENSG00000101413) has sequence MSSFSESALEKKLSELSNSQQSVQTLSLWLIHHRKHAGPIVSVWHRELRKAKSNRKLTFLYLANDVIQNSKRKGPEFTREFESVLVDAFSHVAREADEGCKKPLERLLNIWQERSVYGGEFIQQLKLSMEDSKSPPPKATEEKKSLKRTFQQIQEEEDDDYPGSYSPQDPSAGPLLTEELIKALQDLENAASGDATVRQKIASLPQEVQDVSLLEKITDKEAAERLSKTVDEACLLLAEYNGRLAAELEDRRQLARMLVEYTQNQKDVLSEKEKKLEEYKQKLARVTQVRKELKSHIQSL.... Protein 2 (ENSG00000185883) has sequence MSESKSGPEYASFFAVMGASAAMVFSALGAAYGTAKSGTGIAAMSVMRPEQIMKSIIPVVMAGIIAIYGLVVAVLIANSLNDDISLYKSFLQLGAGLSVGLSGLAAGFAIGIVGDAGVRGTAQQPRLFVGMILILIFAEVLGLYGLIVALILSTK*MSVMRPEQIMKSIIPVVMAGIIAIYGLVVAVLIANSLNDDISLYKSFLQLGAGLSVGLSGLAAGFAIGIVGDAGVRGTAQQPRLFVGMILILIFAEVLGLYGLIVALILSTK*MSESKSGPDPGRCLWHSQERYRHCGHVCHAA.... Result: 0 (the proteins do not interact). (5) Protein 1 (ENSG00000143771) has sequence MEAVVFVFSLLDCCALIFLSVYFIITLSDLECDYINARSCCSKLNKWVIPELIGHTIVTVLLLMSLHWFIFLLNLPVATWNIYRMILALIND*MEAVVFVFSLLDCCALIFLSVYFIITLSDLECDYINARSCCSKLNKWVIPELIGHTIVTVLLLMSLHWFIFLLNLPVATWNIYRYIMVPSGNMGVFDPTEIHNRGQLKSHMKEAMIKLGFHLLCFFMYLYSGSNCPC*MEAVVFVFSLLDCCALIFLSVYFIITLSDLECDYINARSCCSKLNKWVIPELIGHTIVTVLLLMSLHWF.... Protein 2 (ENSG00000125503) has sequence MSGEDGPAAGPGAAAAAARERRREQLRQWGARAGAEPGPGERRARTVRFERAAEFLAACAGGDLDEARLMLRAADPGPGAELDPAAPPPARAVLDSTNADGISALHQACIDENLEVVRFLVEQGATVNQADNEGWTPLHVAASCGYLDIARYLLSHGANIAAVNSDGDLPLDLAESDAMEGLLKAEIARRGVDVEAAKRAEEELLLHDTRCWLNGGAMPEARHPRTGASALHVAAAKGYIEVMRLLLQAGYDPELRDGDGWTPLHAAAHWGVEDACRLLAEHGGGMDSLTHAGQRPCDLA.... Result: 0 (the proteins do not interact). (6) Protein 1 (ENSG00000108244) has sequence MNSGHSFSQTPSASFHGAGGGWGRPRSFPRAPTVHGGAGGARISLSFTTRSCPPPGGSWGSGRSSPLLGGNGKATMQNLNDRLASYLEKVRALEEANMKLESRILKWHQQRDPGSKKDYSQYEENITHLQEQIVDGKMTNAQIILLIDNARMAVDDFNLKYENEHSFKKDLEIEVEGLRRTLDNLTIVTTDLEQEVEGMRKELILMKKHHEQEMEKHHVPSDFNVNVKVDTGPREDLIKVLEDMRQEYELIIKKKHRDLDTWYKEQSAAMSQEAASPATVQSRQGDIHELKRTFQALEID.... Protein 2 (ENSG00000173486) has sequence MRLSWFRVLTVLSICLSAVATATGAEGKRKLQIGVKKRVDHCPIKSRKGDVLHMHYTGKLEDGTEFDSSLPQNQPFVFSLGTGQVIKGWDQGLLGMCEGEKRKLVIPSELGYGERGAPPKIPGGATLVFEVELLKIERRTEL*MRLSWFRVLTVLSICLSAVATATGAEGKRKLQIGVKKRVDHCPIKSRKGDVLHMHYTGKLEDGTEFDSSLPQNQPFVFSLGTGQVIKGWDQGLLGMCEGEKRMAPGVLAGVVSVVAGLGDAVGRELHRERDMRLSWFRVLTVLSICLSAVATATGAE.... Result: 0 (the proteins do not interact). (7) Protein 1 (ENSG00000204899) has sequence MASSSGAGAAAAAAAANLNAVRETMDVLLEISRILNTGLDMETLSICVRLCEQGINPEALSSVIKELRKATEALKAAENMTS*. Protein 2 (ENSG00000169241) has sequence MEAGGFLDSLIYGACVVFTLGMFSAGLSDLRHMRMTRSVDNVQFLPFLTTEVNNLGWLSYGALKGDGILIVVNTVGAALQTLYILAYLHYCPRKAKVIQTKSTQCLSYPLTIATLLTSASWCLYGFRLRDPYIMVSNFPGIVTSFIRFWLFWKYPQEQDRNYWLLQT*MEAGGFLDSLIYGACVVFTLGMFSAGLSDLRHMRMTRSVDNVQFLPFLTTEVKLR*MRGLHPWHVLRRPLGPQAHANDPECGQRPVPALSHHGSQRVVLLQTATLLGVLLLGYGYFWLLVPNPEARLQQLGL.... Result: 0 (the proteins do not interact).